From a dataset of Full USPTO retrosynthesis dataset with 1.9M reactions from patents (1976-2016). Predict the reactants needed to synthesize the given product. (1) Given the product [Br:23][CH:24]([CH3:28])[C:25]([C:6]1[CH:5]=[C:4]2[C:9](=[CH:8][CH:7]=1)[N:1]([C:10](=[O:11])[C:12]1[CH:17]=[CH:16][CH:15]=[CH:14][C:13]=1[CH3:18])[CH2:2][CH2:3]2)=[O:26], predict the reactants needed to synthesize it. The reactants are: [N:1]1([C:10]([C:12]2[CH:17]=[CH:16][CH:15]=[CH:14][C:13]=2[CH3:18])=[O:11])[C:9]2[C:4](=[CH:5][CH:6]=[CH:7][CH:8]=2)[CH2:3][CH2:2]1.[Cl-].[Cl-].[Cl-].[Al+3].[Br:23][CH:24]([CH3:28])[C:25](Br)=[O:26].C(C(C(C([O-])=O)O)O)([O-])=O.[Na+].[K+].[OH-].[Na+]. (2) Given the product [Br:1][C:2]1[CH:7]=[C:6]([N+:8]([O-:10])=[O:9])[CH:5]=[CH:4][C:3]=1[O:20][C:14]1[CH:15]=[CH:16][C:17]([F:19])=[CH:18][C:13]=1[F:12], predict the reactants needed to synthesize it. The reactants are: [Br:1][C:2]1[CH:7]=[C:6]([N+:8]([O-:10])=[O:9])[CH:5]=[CH:4][C:3]=1F.[F:12][C:13]1[CH:18]=[C:17]([F:19])[CH:16]=[CH:15][C:14]=1[OH:20].C(=O)([O-])[O-].[Cs+].[Cs+].[Cl-].[Na+]. (3) Given the product [Cl:13][C:7]1[CH:8]=[CH:9][C:10]([C:16]#[C:15][Si:17]([CH3:20])([CH3:19])[CH3:18])=[CH:11][C:6]=1[CH2:5][NH:4][C:3](=[O:14])[O:2][CH3:1], predict the reactants needed to synthesize it. The reactants are: [CH3:1][O:2][C:3](=[O:14])[NH:4][CH2:5][C:6]1[CH:11]=[C:10](I)[CH:9]=[CH:8][C:7]=1[Cl:13].[C:15]([Si:17]([CH3:20])([CH3:19])[CH3:18])#[CH:16].C1(P(C2C=CC=CC=2)C2C=CC=CC=2)C=CC=CC=1. (4) The reactants are: [Cl:1][C:2]1[CH:7]=[CH:6][C:5]([CH:8]2[CH:12]([C:13]3[CH:18]=[CH:17][C:16]([Cl:19])=[CH:15][CH:14]=3)[N:11]([C:20](Cl)=[O:21])[C:10]([C:23]3[C:24]([O:29][CH2:30][CH3:31])=[N:25][CH:26]=[CH:27][CH:28]=3)=[N:9]2)=[CH:4][CH:3]=1.[N:32]1([C:38](=[O:46])[CH2:39][N:40]2[CH2:45][CH2:44][NH:43][CH2:42][CH2:41]2)[CH2:37][CH2:36][O:35][CH2:34][CH2:33]1. Given the product [Cl:1][C:2]1[CH:3]=[CH:4][C:5]([C@H:8]2[C@@H:12]([C:13]3[CH:18]=[CH:17][C:16]([Cl:19])=[CH:15][CH:14]=3)[N:11]([C:20]([N:43]3[CH2:44][CH2:45][N:40]([CH2:39][C:38]([N:32]4[CH2:33][CH2:34][O:35][CH2:36][CH2:37]4)=[O:46])[CH2:41][CH2:42]3)=[O:21])[C:10]([C:23]3[C:24]([O:29][CH2:30][CH3:31])=[N:25][CH:26]=[CH:27][CH:28]=3)=[N:9]2)=[CH:6][CH:7]=1, predict the reactants needed to synthesize it. (5) Given the product [I:24][C:4]1[C:3]([O:2][CH3:1])=[CH:11][CH:10]=[CH:9][C:5]=1[C:6]([OH:8])=[O:7], predict the reactants needed to synthesize it. The reactants are: [CH3:1][O:2][C:3]1[C:4](NC(=O)C(C)(C)C)=[C:5]([CH:9]=[CH:10][CH:11]=1)[C:6]([OH:8])=[O:7].Cl.N([O-])=O.[Na+].[I-:24].[K+].